This data is from Peptide-MHC class I binding affinity with 185,985 pairs from IEDB/IMGT. The task is: Regression. Given a peptide amino acid sequence and an MHC pseudo amino acid sequence, predict their binding affinity value. This is MHC class I binding data. The peptide sequence is YEPEMQAQV. The MHC is HLA-A02:01 with pseudo-sequence HLA-A02:01. The binding affinity (normalized) is 0.0847.